From a dataset of Human Reference Interactome with 51,813 positive PPI pairs across 8,248 proteins, plus equal number of experimentally-validated negative pairs. Binary Classification. Given two protein amino acid sequences, predict whether they physically interact or not. Protein 1 (ENSG00000056277) has sequence MDDDKPFQPKNISKMAELFMECEEEELEPWQKKVEETQDEDDDELIFVGEISSSKPAISNILNRGHSSSSSKGIKSEPHSPGIPEIFRTASQRCRDPPSNPVAASPRFHLVSKSSQSSVTVENASKPDFTKNSQVGSDNSSILLFDSTQESLPPSQDIPAIFREGMKNTSYVLKHPSTSKVNSVTPKKPKTSEDVPQINPSTSLPLIGSPPVTSSQVMLSKGTNTSSPYDAGADYLRACPKCNVQFNLLDPLKYHMKHCCPDMITKFLGVIVKSERPCDEDKTDSETGKLIMLVNEFYYG.... Protein 2 (ENSG00000107447) has sequence MDPPRASHLSPRKKRPRQTGALMASSPQDIKFQDLVVFILEKKMGTTRRAFLMELARRKGFRVENELSDSVTHIVAENNSGSDVLEWLQAQKVQVSSQPELLDVSWLIECIRAGKPVEMTGKHQLVVRRDYSDSTNPGPPKTPPIAVQKISQYACQRRTTLNNCNQIFTDAFDILAENCEFRENEDSCVTFMRAASVLKSLPFTIISMKDTEGIPCLGSKVKGIIEEIIEDGESSEVKAVLNDERYQSFKLFTSVFGVGLKTSEKWFRMGFRTLSKVRSDKSLKFTRMQKAGFLYYEDLV.... Result: 0 (the proteins do not interact).